From a dataset of Full USPTO retrosynthesis dataset with 1.9M reactions from patents (1976-2016). Predict the reactants needed to synthesize the given product. (1) Given the product [CH3:20][C:18]1[C:17]([N+:21]([O-:23])=[O:22])=[CH:16][N:15]=[C:14]([O:10][CH:5]([C:6]([F:9])([F:8])[F:7])[C:4]([F:12])([F:11])[F:3])[CH:19]=1, predict the reactants needed to synthesize it. The reactants are: [H-].[Na+].[F:3][C:4]([F:12])([F:11])[CH:5]([OH:10])[C:6]([F:9])([F:8])[F:7].Cl[C:14]1[CH:19]=[C:18]([CH3:20])[C:17]([N+:21]([O-:23])=[O:22])=[CH:16][N:15]=1.C(OCC)(=O)C. (2) Given the product [Cl:1][C:2]1[CH:16]=[CH:15][C:5]2[N:6]=[N:7][N:8]([CH2:11][C:12]([NH:27][C@H:25]([C:22]3[CH:23]=[CH:24][C:19]([O:18][CH3:17])=[CH:20][CH:21]=3)[CH3:26])=[O:14])[C:9](=[O:10])[C:4]=2[CH:3]=1, predict the reactants needed to synthesize it. The reactants are: [Cl:1][C:2]1[CH:16]=[CH:15][C:5]2[N:6]=[N:7][N:8]([CH2:11][C:12]([OH:14])=O)[C:9](=[O:10])[C:4]=2[CH:3]=1.[CH3:17][O:18][C:19]1[CH:24]=[CH:23][C:22]([C@@H:25]([NH2:27])[CH3:26])=[CH:21][CH:20]=1. (3) The reactants are: [N+:1]([C:4]1[CH:9]=[CH:8][C:7]([CH2:10][C:11]([OH:13])=[O:12])=[CH:6][CH:5]=1)([O-:3])=[O:2].[O:14]=S(Cl)Cl.[Br:18][CH2:19][CH2:20]O.CCN(CC)CC.[C:29](Cl)(=[O:32])[CH2:30][CH3:31].[CH:34]1[CH:39]=[CH:38]C=CC=1. Given the product [Br:18][CH2:19][CH2:20][O:12][C:11]([O:13][C:34](=[O:14])[CH2:39][CH3:38])=[C:10]([C:7]1[CH:6]=[CH:5][C:4]([N+:1]([O-:3])=[O:2])=[CH:9][CH:8]=1)[C:29](=[O:32])[CH2:30][CH3:31], predict the reactants needed to synthesize it. (4) Given the product [CH3:12][O:11][C:8]1[N:9]=[CH:10][C:5]2[S:4][CH2:3][CH2:2][NH:1][C:13](=[O:15])[C:6]=2[N:7]=1, predict the reactants needed to synthesize it. The reactants are: [NH2:1][CH2:2][CH2:3][S:4][C:5]1[C:6]([C:13]([O:15]CC)=O)=[N:7][C:8]([O:11][CH3:12])=[N:9][CH:10]=1.C1COCC1.C[O-].[Na+]. (5) The reactants are: Br[C:2]1[CH:7]=[CH:6][C:5]([C@@H:8]([N:10]2[CH2:15][CH2:14][C@@:13]([C:20]3[CH:25]=[CH:24][C:23]([F:26])=[CH:22][CH:21]=3)([CH2:16][CH2:17][CH2:18][OH:19])[O:12][C:11]2=[O:27])[CH3:9])=[CH:4][CH:3]=1.Br[C:29]1[CH:34]=[CH:33][N:32]=[C:31]([CH3:35])[N:30]=1. Given the product [F:26][C:23]1[CH:24]=[CH:25][C:20]([C@:13]2([CH2:16][CH2:17][CH2:18][OH:19])[O:12][C:11](=[O:27])[N:10]([C@H:8]([C:5]3[CH:6]=[CH:7][C:2]([C:29]4[CH:34]=[CH:33][N:32]=[C:31]([CH3:35])[N:30]=4)=[CH:3][CH:4]=3)[CH3:9])[CH2:15][CH2:14]2)=[CH:21][CH:22]=1, predict the reactants needed to synthesize it. (6) Given the product [C:7]1([C:1]2[CH:6]=[CH:5][CH:4]=[CH:3][CH:2]=2)[CH:14]=[CH:13][C:10]([C:11]2[CH:26]=[C:25]([C:27]3[CH:32]=[CH:31][CH:30]=[CH:29][N:28]=3)[N:24]=[C:23]([C:33]3[CH:38]=[CH:37][CH:36]=[CH:35][N:34]=3)[CH:22]=2)=[CH:9][CH:8]=1, predict the reactants needed to synthesize it. The reactants are: [C:1]1([C:7]2[CH:14]=[CH:13][C:10]([CH:11]=O)=[CH:9][CH:8]=2)[CH:6]=[CH:5][CH:4]=[CH:3][CH:2]=1.C1(C2C=CC=CC=2)C=CC=CC=1C1[CH:26]=[C:25]([C:27]2[CH:32]=[CH:31][CH:30]=[CH:29][N:28]=2)[N:24]=[C:23]([C:33]2[CH:38]=[CH:37][CH:36]=[CH:35][N:34]=2)[CH:22]=1.